Dataset: Full USPTO retrosynthesis dataset with 1.9M reactions from patents (1976-2016). Task: Predict the reactants needed to synthesize the given product. (1) Given the product [Cl:5][C:6]1[C:15]([N+:16]([O-:18])=[O:17])=[C:14]([NH:1][CH2:2][CH2:3][NH2:4])[C:13]2[C:8](=[CH:9][CH:10]=[CH:11][CH:12]=2)[N:7]=1, predict the reactants needed to synthesize it. The reactants are: [NH2:1][CH2:2][CH2:3][NH2:4].[Cl:5][C:6]1[C:15]([N+:16]([O-:18])=[O:17])=[C:14](Cl)[C:13]2[C:8](=[CH:9][CH:10]=[CH:11][CH:12]=2)[N:7]=1.C(N(CC)CC)C. (2) The reactants are: [CH2:1]([O:8][N:9]1[C:15](=[O:16])[N:14]2[CH2:17][C@H:10]1[CH2:11][CH2:12][C@H:13]2[C:18]([OH:20])=O)[C:2]1[CH:7]=[CH:6][CH:5]=[CH:4][CH:3]=1.[C:21]([O:25][C:26](=[O:33])[N:27]([CH2:29][CH2:30][O:31][NH2:32])[CH3:28])([CH3:24])([CH3:23])[CH3:22]. Given the product [C:21]([O:25][C:26](=[O:33])[N:27]([CH2:29][CH2:30][O:31][NH:32][C:18]([C@@H:13]1[CH2:12][CH2:11][C@@H:10]2[CH2:17][N:14]1[C:15](=[O:16])[N:9]2[O:8][CH2:1][C:2]1[CH:3]=[CH:4][CH:5]=[CH:6][CH:7]=1)=[O:20])[CH3:28])([CH3:24])([CH3:22])[CH3:23], predict the reactants needed to synthesize it. (3) Given the product [NH2:36][C:31]1[CH:32]=[N:33][C:34]2[C:29]([C:30]=1[NH:39][CH2:40][C:41]([NH:44][C:45](=[O:51])[O:46][C:47]([CH3:50])([CH3:49])[CH3:48])([CH3:43])[CH3:42])=[N:28][CH:27]=[C:26]([Br:25])[CH:35]=2, predict the reactants needed to synthesize it. The reactants are: NC1C2N=C(COCC)N(CC(C)(O)C)C=2C2N=CC(Br)=CC=2N=1.[Br:25][C:26]1[CH:35]=[C:34]2[C:29]([C:30]([NH:39][CH2:40][C:41]([NH:44][C:45](=[O:51])[O:46][C:47]([CH3:50])([CH3:49])[CH3:48])([CH3:43])[CH3:42])=[C:31]([N+:36]([O-])=O)[CH:32]=[N:33]2)=[N:28][CH:27]=1. (4) The reactants are: [CH:1]([C:4]1[NH:5][C:6]2[C:11]([C:12]=1[CH:13]=[O:14])=[CH:10][CH:9]=[C:8]([N+:15]([O-:17])=[O:16])[CH:7]=2)([CH3:3])[CH3:2].[CH2:18](Br)[C:19]1[CH:24]=[CH:23][CH:22]=[CH:21][CH:20]=1.C([O-])([O-])=O.[K+].[K+]. Given the product [CH2:18]([N:5]1[C:6]2[C:11](=[CH:10][CH:9]=[C:8]([N+:15]([O-:17])=[O:16])[CH:7]=2)[C:12]([CH:13]=[O:14])=[C:4]1[CH:1]([CH3:3])[CH3:2])[C:19]1[CH:24]=[CH:23][CH:22]=[CH:21][CH:20]=1, predict the reactants needed to synthesize it. (5) Given the product [Cl:1][C:2]1[N:3]([CH2:14][C@H:15]([OH:17])[CH2:16][N:33]2[CH2:34][CH2:35][N:30]([C:36]([O:38][C:39]([CH3:42])([CH3:41])[CH3:40])=[O:37])[CH2:31][CH2:32]2)[CH:4]=[C:5]([N+:7]([O-:9])=[O:8])[N:6]=1, predict the reactants needed to synthesize it. The reactants are: [Cl:1][C:2]1[NH:3][CH:4]=[C:5]([N+:7]([O-:9])=[O:8])[N:6]=1.S(C1C=CC(C)=CC=1)(O[CH2:14][C@H:15]1[O:17][CH2:16]1)(=O)=O.C(=O)([O-])O.[Na+].[N:30]1([C:36]([O:38][C:39]([CH3:42])([CH3:41])[CH3:40])=[O:37])[CH2:35][CH2:34][NH:33][CH2:32][CH2:31]1.C(N(CC)CC)C.[I-].[Na+]. (6) Given the product [C@H:14]12[CH2:15][C@H:16]1[CH2:17][C@@H:11]([CH2:10][NH:9][C:6]1[CH:5]=[CH:4][C:3]([C:2]([F:29])([F:1])[F:28])=[CH:8][N:7]=1)[NH:12][CH2:13]2, predict the reactants needed to synthesize it. The reactants are: [F:1][C:2]([F:29])([F:28])[C:3]1[CH:4]=[CH:5][C:6]([NH:9][CH2:10][C@@H:11]2[CH2:17][C@H:16]3[C@H:14]([CH2:15]3)[CH2:13][N:12]2C(OCC2C=CC=CC=2)=O)=[N:7][CH:8]=1. (7) Given the product [F:21][C:22]1[CH:23]=[C:24]2[C:28](=[CH:29][CH:30]=1)[NH:27][C:26](=[O:31])[C:25]2=[CH:19][C:3]1[NH:4][C:5]2[CH2:10][CH2:9][N:8]([CH2:11][CH2:12][N:13]3[CH2:14][CH2:15][CH2:16][CH2:17]3)[C:7](=[O:18])[C:6]=2[C:2]=1[CH3:1], predict the reactants needed to synthesize it. The reactants are: [CH3:1][C:2]1[C:6]2[C:7](=[O:18])[N:8]([CH2:11][CH2:12][N:13]3[CH2:17][CH2:16][CH2:15][CH2:14]3)[CH2:9][CH2:10][C:5]=2[NH:4][C:3]=1[CH:19]=O.[F:21][C:22]1[CH:23]=[C:24]2[C:28](=[CH:29][CH:30]=1)[NH:27][C:26](=[O:31])[CH2:25]2.N1CCCCC1.